This data is from Full USPTO retrosynthesis dataset with 1.9M reactions from patents (1976-2016). The task is: Predict the reactants needed to synthesize the given product. (1) Given the product [Cl:1][C:2]1[CH:7]=[C:6]([C:8]([F:11])([F:9])[F:10])[CH:5]=[CH:4][C:3]=1[C:12]1[CH:13]=[C:14]2[C:22](=[C:23]([CH3:25])[CH:24]=1)[CH2:21][C@H:20]1[C@@H:15]2[CH2:16][N:17]([CH3:27])[CH2:18][CH2:19]1.[CH2:30]([O:29][C:27]([N:17]1[CH2:16][C@H:15]2[C@H:20]([CH2:21][C:22]3[C:14]2=[CH:13][C:12]([C:3]2[CH:4]=[CH:5][C:6]([C:8]([F:11])([F:9])[F:10])=[CH:7][C:2]=2[Cl:1])=[CH:24][C:23]=3[CH3:25])[CH2:19][CH2:18]1)=[O:28])[CH3:31], predict the reactants needed to synthesize it. The reactants are: [Cl:1][C:2]1[CH:7]=[C:6]([C:8]([F:11])([F:10])[F:9])[CH:5]=[CH:4][C:3]=1[C:12]1[CH:13]=[C:14]2[C:22](=[C:23]([CH3:25])[CH:24]=1)[CH2:21][C@H:20]1[C@@H:15]2[CH2:16][NH:17][CH2:18][CH2:19]1.Cl[C:27]([O:29][CH2:30][CH3:31])=[O:28].CCN(CC)CC. (2) Given the product [C:1]([N:4]1[C:13]2[C:8](=[CH:9][C:10]([C:14]([O:16][CH2:17][CH3:18])=[O:15])=[CH:11][CH:12]=2)[C@@H:7]([O:19][C:20]2[CH:21]=[CH:22][C:23]([N:26]3[CH2:42][CH2:41][O:40][CH2:39][CH2:38]3)=[CH:24][CH:25]=2)[CH2:6][C@@H:5]1[CH3:27])(=[O:3])[CH3:2], predict the reactants needed to synthesize it. The reactants are: [C:1]([N:4]1[C:13]2[C:8](=[CH:9][C:10]([C:14]([O:16][CH2:17][CH3:18])=[O:15])=[CH:11][CH:12]=2)[C@@H:7]([O:19][C:20]2[CH:25]=[CH:24][C:23]([NH2:26])=[CH:22][CH:21]=2)[CH2:6][C@@H:5]1[CH3:27])(=[O:3])[CH3:2].C(N(CC)C(C)C)(C)C.Br[CH2:38][CH2:39][O:40][CH2:41][CH2:42]Br.O.